Dataset: Full USPTO retrosynthesis dataset with 1.9M reactions from patents (1976-2016). Task: Predict the reactants needed to synthesize the given product. (1) Given the product [CH2:1]([N:8]1[CH2:16][CH:15]2[CH:10]([CH2:11][NH:12][CH2:13][CH2:14]2)[CH2:9]1)[C:2]1[CH:7]=[CH:6][CH:5]=[CH:4][CH:3]=1, predict the reactants needed to synthesize it. The reactants are: [CH2:1]([N:8]1[CH2:16][CH:15]2[CH:10]([C:11](=O)[NH:12][CH2:13][CH2:14]2)[CH2:9]1)[C:2]1[CH:7]=[CH:6][CH:5]=[CH:4][CH:3]=1.[H-].[H-].[H-].[H-].[Li+].[Al+3]. (2) The reactants are: [CH2:1]([O:6][C:7](=[O:24])[C:8]1[C:13]([O:14][CH2:15][CH2:16][CH2:17][CH:18]=[CH2:19])=[CH:12][C:11]([O:20][CH3:21])=[CH:10][C:9]=1[O:22][CH3:23])[CH2:2][CH2:3]C=C. Given the product [CH3:23][O:22][C:9]1[C:8]2[C:7](=[O:24])[O:6][CH2:1][CH2:2][CH2:3][CH:19]=[CH:18][CH2:17][CH2:16][CH2:15][O:14][C:13]=2[CH:12]=[C:11]([O:20][CH3:21])[CH:10]=1, predict the reactants needed to synthesize it. (3) Given the product [CH:8]1([N:32]2[CH2:33][CH2:34][N:29]([C:26]3[CH:25]=[CH:24][C:23]([CH2:22][N:21]4[C:17]([CH3:16])=[CH:18][C:19]([C:35]5[O:39][N:38]=[C:37]([C:40]6[CH:41]=[CH:42][C:43]([Si:46]([CH3:48])([CH3:47])[CH3:49])=[CH:44][CH:45]=6)[N:36]=5)=[N:20]4)=[CH:28][N:27]=3)[CH2:30][CH2:31]2)[CH2:10][CH2:9]1, predict the reactants needed to synthesize it. The reactants are: C(O)(=O)C.C(O[C:8]1(O[Si](C)(C)C)[CH2:10][CH2:9]1)C.[CH3:16][C:17]1[N:21]([CH2:22][C:23]2[CH:24]=[CH:25][C:26]([N:29]3[CH2:34][CH2:33][NH:32][CH2:31][CH2:30]3)=[N:27][CH:28]=2)[N:20]=[C:19]([C:35]2[O:39][N:38]=[C:37]([C:40]3[CH:45]=[CH:44][C:43]([Si:46]([CH3:49])([CH3:48])[CH3:47])=[CH:42][CH:41]=3)[N:36]=2)[CH:18]=1.C([BH3-])#N.[Na+]. (4) Given the product [NH2:1][CH2:4][C:5]([C:7]1[CH:12]=[CH:11][CH:10]=[CH:9][C:8]=1[O:13][CH3:14])=[O:6], predict the reactants needed to synthesize it. The reactants are: [N:1]([CH2:4][C:5]([C:7]1[CH:12]=[CH:11][CH:10]=[CH:9][C:8]=1[O:13][CH3:14])=[O:6])=[N+]=[N-]. (5) Given the product [N:34]([CH2:21][CH:19]([CH:18]([NH:22][C:23](=[O:29])[O:24][C:25]([CH3:28])([CH3:27])[CH3:26])[CH2:17][CH:16]([CH2:15][C:12]1[CH:13]=[C:14]2[C:9](=[CH:10][CH:11]=1)[N:8]([CH3:33])[CH:7]=[C:6]2[CH2:5][CH2:4][CH2:3][O:2][CH3:1])[CH:30]([CH3:32])[CH3:31])[OH:20])=[N+:35]=[N-:36], predict the reactants needed to synthesize it. The reactants are: [CH3:1][O:2][CH2:3][CH2:4][CH2:5][C:6]1[C:14]2[C:9](=[CH:10][CH:11]=[C:12]([CH2:15][CH:16]([CH:30]([CH3:32])[CH3:31])[CH2:17][CH:18]([NH:22][C:23](=[O:29])[O:24][C:25]([CH3:28])([CH3:27])[CH3:26])[CH:19]3[CH2:21][O:20]3)[CH:13]=2)[N:8]([CH3:33])[CH:7]=1.[N-:34]=[N+:35]=[N-:36].[Na+].[Cl-].[NH4+]. (6) Given the product [Cl:27][C:28]1[CH:33]=[CH:32][C:31]([C:34]([NH:36][C:37]([NH:20][C:19]2[CH:21]=[CH:22][C:16]([O:15][C:6]3[C:5]4[C:10](=[CH:11][C:12]([O:13][CH3:14])=[C:3]([O:2][CH3:1])[CH:4]=4)[N:9]=[CH:8][CH:7]=3)=[CH:17][C:18]=2[F:23])=[S:38])=[O:35])=[CH:30][CH:29]=1, predict the reactants needed to synthesize it. The reactants are: [CH3:1][O:2][C:3]1[CH:4]=[C:5]2[C:10](=[CH:11][C:12]=1[O:13][CH3:14])[N:9]=[CH:8][CH:7]=[C:6]2[O:15][C:16]1[CH:22]=[CH:21][C:19]([NH2:20])=[C:18]([F:23])[CH:17]=1.C(O)C.[Cl:27][C:28]1[CH:33]=[CH:32][C:31]([C:34]([N:36]=[C:37]=[S:38])=[O:35])=[CH:30][CH:29]=1. (7) Given the product [C:2](=[O:3])([O:4][C:5]1[CH:6]=[CH:7][C:8]([N+:11]([O-:13])=[O:12])=[CH:9][CH:10]=1)[O:23][CH2:22][CH2:21][N:18]1[CH2:19][CH2:20][N:15]([CH3:14])[CH2:16][CH2:17]1, predict the reactants needed to synthesize it. The reactants are: Cl[C:2]([O:4][C:5]1[CH:10]=[CH:9][C:8]([N+:11]([O-:13])=[O:12])=[CH:7][CH:6]=1)=[O:3].[CH3:14][N:15]1[CH2:20][CH2:19][N:18]([CH2:21][CH2:22][OH:23])[CH2:17][CH2:16]1.CN1CCOCC1. (8) Given the product [Cl:1][C:2]1[C:11]2[C:6](=[CH:7][C:8]([O:19][CH2:47][CH2:46][CH2:45][N:39]3[CH2:44][CH2:43][O:42][CH2:41][CH2:40]3)=[CH:9][C:10]=2[O:12][CH:13]2[CH2:14][CH2:15][O:16][CH2:17][CH2:18]2)[N:5]=[CH:4][N:3]=1, predict the reactants needed to synthesize it. The reactants are: [Cl:1][C:2]1[C:11]2[C:6](=[CH:7][C:8]([OH:19])=[CH:9][C:10]=2[O:12][CH:13]2[CH2:18][CH2:17][O:16][CH2:15][CH2:14]2)[N:5]=[CH:4][N:3]=1.C1(P(C2C=CC=CC=2)C2C=CC=CC=2)C=CC=CC=1.[N:39]1([CH2:45][CH2:46][CH2:47]O)[CH2:44][CH2:43][O:42][CH2:41][CH2:40]1.CC(OC(/N=N/C(OC(C)C)=O)=O)C. (9) Given the product [O:1]=[C:2]1[N:6]([C:7]2[CH:8]=[CH:9][C:10]3[C:16](=[O:17])[CH:15]([C:35]([C:33]4[N:32]=[CH:31][S:30][CH:34]=4)=[O:36])[CH2:14][CH2:13][CH2:12][C:11]=3[CH:18]=2)[CH2:5][C@H:4]([CH2:19][NH:20][C:21](=[O:23])[CH3:22])[O:3]1, predict the reactants needed to synthesize it. The reactants are: [O:1]=[C:2]1[N:6]([C:7]2[CH:8]=[CH:9][C:10]3[C:16](=[O:17])[CH2:15][CH2:14][CH2:13][CH2:12][C:11]=3[CH:18]=2)[CH2:5][C@H:4]([CH2:19][NH:20][C:21](=[O:23])[CH3:22])[O:3]1.CC(C)([O-])C.[Li+].[S:30]1[CH:34]=[C:33]([C:35](OCC)=[O:36])[N:32]=[CH:31]1.